From a dataset of Peptide-MHC class II binding affinity with 134,281 pairs from IEDB. Regression. Given a peptide amino acid sequence and an MHC pseudo amino acid sequence, predict their binding affinity value. This is MHC class II binding data. (1) The binding affinity (normalized) is 0.648. The MHC is DRB1_0802 with pseudo-sequence DRB1_0802. The peptide sequence is AKRMIAISAKVARDI. (2) The peptide sequence is SGVAATESAYLAYRN. The MHC is HLA-DPA10201-DPB10101 with pseudo-sequence HLA-DPA10201-DPB10101. The binding affinity (normalized) is 0.344. (3) The peptide sequence is DKGIPFMKMNISVIMK. The MHC is HLA-DQA10501-DQB10303 with pseudo-sequence HLA-DQA10501-DQB10303. The binding affinity (normalized) is 0.358.